Dataset: Reaction yield outcomes from USPTO patents with 853,638 reactions. Task: Predict the reaction yield, written as a fraction of the theoretical maximum amount of product (1.0 means a 100% yield; for example, 0.34 means a 34% yield). (1) The reactants are [N+:1]([C:4]1[CH:9]=[CH:8][C:7]([C:10]2([NH:13][C:14](=[O:20])[O:15][C:16]([CH3:19])([CH3:18])[CH3:17])[CH2:12][CH2:11]2)=[CH:6][CH:5]=1)([O-])=O.S([O-])([O-])(=O)=O.[Mg+2]. The catalyst is C1COCC1.O=[Pt]=O. The product is [NH2:1][C:4]1[CH:9]=[CH:8][C:7]([C:10]2([NH:13][C:14](=[O:20])[O:15][C:16]([CH3:18])([CH3:17])[CH3:19])[CH2:12][CH2:11]2)=[CH:6][CH:5]=1. The yield is 1.01. (2) The reactants are F[C:2]1[CH:7]=[CH:6][CH:5]=[C:4]([C:8]([F:11])([F:10])[F:9])[C:3]=1[C:12]1[CH:13]=[CH:14][C:15]2[C:20]([NH:21][CH3:22])=[N:19][C:18]([NH2:23])=[N:17][C:16]=2[N:24]=1.[NH:25]1[CH2:30][CH2:29][CH2:28][CH2:27][CH2:26]1.C(=O)([O-])[O-].[K+].[K+]. The catalyst is CN(C)C=O.CN1CCCC1=O. The product is [CH3:22][NH:21][C:20]1[C:15]2[CH:14]=[CH:13][C:12]([C:3]3[C:4]([C:8]([F:11])([F:10])[F:9])=[CH:5][CH:6]=[CH:7][C:2]=3[N:25]3[CH2:30][CH2:29][CH2:28][CH2:27][CH2:26]3)=[N:24][C:16]=2[N:17]=[C:18]([NH2:23])[N:19]=1. The yield is 0.410. (3) The product is [F:26][C@@H:27]1[CH2:32][CH2:30][N:29]([CH:33]2[CH2:38][CH2:37][N:36]([C:39]3[CH:44]=[CH:43][C:42]([N+:45]([O-:47])=[O:46])=[C:41]([O:48][CH3:49])[CH:40]=3)[CH2:35][CH2:34]2)[CH2:28]1. The reactants are COC1C=C(N2CCC(=O)CC2)C=CC=1[N+]([O-])=O.Cl.F[C@@H]1CCNC1.[F:26][C:27]1(F)[CH2:32]C[CH2:30][N:29]([CH:33]2[CH2:38][CH2:37][N:36]([C:39]3[CH:44]=[CH:43][C:42]([N+:45]([O-:47])=[O:46])=[C:41]([O:48][CH3:49])[CH:40]=3)[CH2:35][CH2:34]2)[CH2:28]1. The yield is 1.00. No catalyst specified. (4) The reactants are [N:1]1[CH:6]=[CH:5][CH:4]=[CH:3][C:2]=1[C:7]1[CH:8]=[CH:9][C:10](=[O:19])[N:11]([C:13]2[CH:18]=[CH:17][CH:16]=[CH:15][CH:14]=2)[CH:12]=1.[Br:20]N1C(=O)CCC1=O.CN(C)C=O.CC(O)C. The catalyst is O. The product is [Br:20][C:9]1[C:10](=[O:19])[N:11]([C:13]2[CH:18]=[CH:17][CH:16]=[CH:15][CH:14]=2)[CH:12]=[C:7]([C:2]2[CH:3]=[CH:4][CH:5]=[CH:6][N:1]=2)[CH:8]=1. The yield is 0.864. (5) The reactants are [F:1][C:2]1[CH:7]=[CH:6][C:5]([F:8])=[CH:4][C:3]=1[C@H:9]1[CH2:13][C@H:12]([F:14])[CH2:11][N:10]1[C:15]1[CH:20]=[CH:19][N:18]2[N:21]=[CH:22][C:23]([C:24](O)=[O:25])=[C:17]2[N:16]=1.Cl.[C:28]([NH:34][NH2:35])(=[O:33])[C:29]([CH3:32])([CH3:31])[CH3:30].CCN(C(C)C)C(C)C.CN(C(ON1N=NC2C=CC=NC1=2)=[N+](C)C)C.F[P-](F)(F)(F)(F)F. The catalyst is CN(C=O)C.O. The product is [F:1][C:2]1[CH:7]=[CH:6][C:5]([F:8])=[CH:4][C:3]=1[C@H:9]1[CH2:13][C@H:12]([F:14])[CH2:11][N:10]1[C:15]1[CH:20]=[CH:19][N:18]2[N:21]=[CH:22][C:23]([C:24]([NH:35][NH:34][C:28](=[O:33])[C:29]([CH3:32])([CH3:31])[CH3:30])=[O:25])=[C:17]2[N:16]=1. The yield is 0.740. (6) The yield is 0.390. The product is [CH3:36][O:37][C:38]1[CH:43]=[CH:42][C:41]([O:1][C@@H:2]2[CH2:7][CH2:6][C@H:5]([N:8]3[C:13](=[O:14])[C:12]([CH2:15][C:16]4[CH:21]=[CH:20][C:19]([C:22]5[CH:27]=[CH:26][CH:25]=[CH:24][C:23]=5[C:28]5[NH:65][C:66](=[O:67])[O:68][N:29]=5)=[CH:18][CH:17]=4)=[C:11]([CH2:30][CH2:31][CH3:32])[N:10]4[N:33]=[CH:34][N:35]=[C:9]34)[CH2:4][CH2:3]2)=[CH:40][CH:39]=1. The reactants are [OH:1][C@H:2]1[CH2:7][CH2:6][C@H:5]([N:8]2[C:13](=[O:14])[C:12]([CH2:15][C:16]3[CH:21]=[CH:20][C:19]([C:22]4[C:23]([C:28]#[N:29])=[CH:24][CH:25]=[CH:26][CH:27]=4)=[CH:18][CH:17]=3)=[C:11]([CH2:30][CH2:31][CH3:32])[N:10]3[N:33]=[CH:34][N:35]=[C:9]23)[CH2:4][CH2:3]1.[CH3:36][O:37][C:38]1[CH:43]=[CH:42][C:41](O)=[CH:40][CH:39]=1.C1(P(C2C=CC=CC=2)C2C=CC=CC=2)C=CC=CC=1.[N:65]([C:66]([O:68]C(C)C)=[O:67])=[N:65][C:66]([O:68]C(C)C)=[O:67].Cl.[Cl-].O[NH3+].C(=O)([O-])O.[Na+]. The catalyst is O1CCCC1.O.C(OCC)(=O)C.CS(C)=O. (7) The reactants are [C:1]([C:5]1[CH:13]=[CH:12][C:11]([N+:14]([O-])=O)=[CH:10][C:6]=1[C:7]([O-:9])=[O:8])([CH3:4])([CH3:3])[CH3:2].[CH:17]([O-])=O.[K+]. The yield is 0.950. The product is [C:1]([C:5]1[CH:13]=[CH:12][C:11]([NH2:14])=[CH:10][C:6]=1[C:7]([O:9][CH3:17])=[O:8])([CH3:4])([CH3:3])[CH3:2]. The catalyst is CCO.O.[Pd]. (8) The catalyst is C(#N)C. The product is [C:27]([CH2:26][N:5]1[C:6]2[C:11](=[C:10]([C:13]([F:15])([F:16])[F:14])[C:9]([C:17]#[N:18])=[CH:8][CH:7]=2)[CH:12]=[C:4]1[CH2:1][CH2:2][CH3:3])#[N:28]. The yield is 0.920. The reactants are [CH2:1]([C:4]1[NH:5][C:6]2[C:11]([CH:12]=1)=[C:10]([C:13]([F:16])([F:15])[F:14])[C:9]([C:17]#[N:18])=[CH:8][CH:7]=2)[CH2:2][CH3:3].C([O-])([O-])=O.[Cs+].[Cs+].Br[CH2:26][C:27]#[N:28]. (9) The reactants are [CH2:1]([N:8]([CH2:38][C:39]1[CH:44]=[CH:43][CH:42]=[CH:41][CH:40]=1)[CH:9]1[CH2:13][CH:12]([C:14](=O)[CH2:15][NH:16][C:17]2[N:18]=[C:19]3[CH:25]=[CH:24][N:23]([S:26]([C:29]4[CH:35]=[CH:34][C:32]([CH3:33])=[CH:31][CH:30]=4)(=[O:28])=[O:27])[C:20]3=[N:21][CH:22]=2)[CH:11]([CH3:37])[CH2:10]1)[C:2]1[CH:7]=[CH:6][CH:5]=[CH:4][CH:3]=1.COC1C=CC(P2(SP(C3C=CC(OC)=CC=3)(=S)S2)=S)=CC=1. No catalyst specified. The product is [CH2:1]([N:8]([CH2:38][C:39]1[CH:44]=[CH:43][CH:42]=[CH:41][CH:40]=1)[CH:9]1[CH2:13][CH:12]([C:14]2[N:18]3[C:19]4[CH:25]=[CH:24][N:23]([S:26]([C:29]5[CH:35]=[CH:34][C:32]([CH3:33])=[CH:31][CH:30]=5)(=[O:28])=[O:27])[C:20]=4[N:21]=[CH:22][C:17]3=[N:16][CH:15]=2)[CH:11]([CH3:37])[CH2:10]1)[C:2]1[CH:7]=[CH:6][CH:5]=[CH:4][CH:3]=1. The yield is 0.870. (10) The reactants are Cl[C:2]1[N:3]=[C:4]([NH:11][CH:12]2[CH2:14][CH2:13]2)[C:5]2[O:10][CH:9]=[CH:8][C:6]=2[N:7]=1.[CH3:15][S:16]([C:19]1[CH:25]=[CH:24][C:22]([NH2:23])=[CH:21][CH:20]=1)(=[O:18])=[O:17].CC(C1C=C(C(C)C)C(C2C=CC=CC=2P(C2CCCCC2)C2CCCCC2)=C(C(C)C)C=1)C.C([O-])([O-])=O.[K+].[K+]. The catalyst is C1C=CC(/C=C/C(/C=C/C2C=CC=CC=2)=O)=CC=1.C1C=CC(/C=C/C(/C=C/C2C=CC=CC=2)=O)=CC=1.C1C=CC(/C=C/C(/C=C/C2C=CC=CC=2)=O)=CC=1.[Pd].[Pd].CC(O)(C)C. The product is [CH2:12]([NH:11][C:4]1[C:5]2[O:10][CH:9]=[CH:8][C:6]=2[N:7]=[C:2]([NH:23][C:22]2[CH:21]=[CH:20][C:19]([S:16]([CH3:15])(=[O:18])=[O:17])=[CH:25][CH:24]=2)[N:3]=1)[CH:14]=[CH2:13]. The yield is 0.270.